The task is: Predict the reaction yield, written as a fraction of the theoretical maximum amount of product (1.0 means a 100% yield; for example, 0.34 means a 34% yield).. This data is from Reaction yield outcomes from USPTO patents with 853,638 reactions. (1) The reactants are [F:1][C:2]([F:24])([F:23])[C:3]1[CH:18]=[CH:17][C:16]([C:19]([F:22])([F:21])[F:20])=[CH:15][C:4]=1[CH2:5][O:6][C:7]1[CH:8]=[C:9]([CH:12]=[CH:13][CH:14]=1)C=O.C1(P(=[CH:44][CH:45]=[O:46])(C2C=CC=CC=2)C2C=CC=CC=2)C=CC=CC=1.[C:47]1(C)C=CC=CC=1. No catalyst specified. The product is [F:24][C:2]([F:1])([F:23])[C:3]1[CH:18]=[CH:17][C:16]([C:19]([F:22])([F:20])[F:21])=[CH:15][C:4]=1[CH2:5][O:6][C:7]1[CH:8]=[C:9](/[CH:47]=[CH:44]/[CH:45]=[O:46])[CH:12]=[CH:13][CH:14]=1. The yield is 0.450. (2) The reactants are [C@@H:1]12[CH2:7][C@@H:4]([CH2:5][CH2:6]1)[CH2:3][C@H:2]2[C:8]([OH:10])=O.[NH2:11][C:12]1[S:13][C:14]([C:19]2[CH:24]=[C:23]([CH3:25])[CH:22]=[CH:21][C:20]=2[CH3:26])=[CH:15][C:16]=1[C:17]#[N:18]. The catalyst is C1(C)C=CC=CC=1.C(OCC)(=O)C. The product is [C@@H:1]12[CH2:7][C@@H:4]([CH2:5][CH2:6]1)[CH2:3][C@H:2]2[C:8]([NH:11][C:12]1[S:13][C:14]([C:19]2[CH:24]=[C:23]([CH3:25])[CH:22]=[CH:21][C:20]=2[CH3:26])=[CH:15][C:16]=1[C:17]#[N:18])=[O:10]. The yield is 0.350.